This data is from Peptide-MHC class I binding affinity with 185,985 pairs from IEDB/IMGT. The task is: Regression. Given a peptide amino acid sequence and an MHC pseudo amino acid sequence, predict their binding affinity value. This is MHC class I binding data. (1) The peptide sequence is KLITQPLPA. The MHC is HLA-A26:01 with pseudo-sequence HLA-A26:01. The binding affinity (normalized) is 0.0847. (2) The peptide sequence is NDLKYSWKTW. The MHC is HLA-B44:02 with pseudo-sequence HLA-B44:02. The binding affinity (normalized) is 0.269.